From a dataset of Full USPTO retrosynthesis dataset with 1.9M reactions from patents (1976-2016). Predict the reactants needed to synthesize the given product. (1) Given the product [O-:4][S:2]([C:5]([F:8])([F:7])[F:6])(=[O:3])=[O:1].[CH3:9][N:10]([CH3:23])[C:11]1[CH:12]=[C:13]2[C:18](=[CH:19][CH:20]=1)[N+:17]([CH3:21])=[C:16](/[CH:22]=[CH:24]/[C:25]1[CH:30]=[CH:29][C:28]([O:31][CH3:32])=[CH:27][CH:26]=1)[CH:15]=[CH:14]2, predict the reactants needed to synthesize it. The reactants are: [O-:1][S:2]([C:5]([F:8])([F:7])[F:6])(=[O:4])=[O:3].[CH3:9][N:10]([CH3:23])[C:11]1[CH:12]=[C:13]2[C:18](=[CH:19][CH:20]=1)[N+:17]([CH3:21])=[C:16]([CH3:22])[CH:15]=[CH:14]2.[CH:24](=O)[C:25]1[CH:30]=[CH:29][C:28]([O:31][CH3:32])=[CH:27][CH:26]=1. (2) The reactants are: [Cl:1]C1C(N(C)S(C)(=O)=O)=NC([NH:18][C@H:19]([C:21]2[N:26]=[CH:25][C:24]([F:27])=[CH:23][N:22]=2)[CH3:20])=NC=1NC1C=C(OC(C)C)NN=1.Cl. Given the product [ClH:1].[F:27][C:24]1[CH:23]=[N:22][C:21]([C@@H:19]([NH2:18])[CH3:20])=[N:26][CH:25]=1, predict the reactants needed to synthesize it. (3) Given the product [CH2:10]([CH:17]1[O:22][CH2:21][CH2:20][N:19]([CH2:6][C:5]2[CH:8]=[CH:9][C:2]([Br:1])=[CH:3][CH:4]=2)[CH2:18]1)[C:11]1[CH:12]=[CH:13][CH:14]=[CH:15][CH:16]=1, predict the reactants needed to synthesize it. The reactants are: [Br:1][C:2]1[CH:9]=[CH:8][C:5]([CH2:6]Br)=[CH:4][CH:3]=1.[CH2:10]([CH:17]1[O:22][CH2:21][CH2:20][NH:19][CH2:18]1)[C:11]1[CH:16]=[CH:15][CH:14]=[CH:13][CH:12]=1.C(=O)([O-])[O-].[K+].[K+]. (4) Given the product [CH3:1][O:2][C:3]1[N:8]=[CH:7][C:6]([C:9]2[S:13][C:12]([CH3:14])=[C:11]([CH:15]([NH:20][C:21]3[CH:29]=[CH:28][C:24]([C:25]([N:31]([CH3:30])[CH2:32][CH2:33][C:34]([OH:36])=[O:35])=[O:26])=[CH:23][CH:22]=3)[CH2:16][CH:17]([CH3:19])[CH3:18])[CH:10]=2)=[CH:5][CH:4]=1, predict the reactants needed to synthesize it. The reactants are: [CH3:1][O:2][C:3]1[N:8]=[CH:7][C:6]([C:9]2[S:13][C:12]([CH3:14])=[C:11]([CH:15]([NH:20][C:21]3[CH:29]=[CH:28][C:24]([C:25](O)=[O:26])=[CH:23][CH:22]=3)[CH2:16][CH:17]([CH3:19])[CH3:18])[CH:10]=2)=[CH:5][CH:4]=1.[CH3:30][NH:31][CH2:32][CH2:33][C:34]([O:36]CC)=[O:35].Cl.C(N=C=NCCCN(C)C)C.O.OC1C2N=NNC=2C=CC=1. (5) Given the product [F:9][C:2]([F:1])([F:8])[C:3]([NH:11][CH2:12][CH2:13][CH2:14][N:15]([CH2:16][CH2:17][CH2:18][NH:19][C:20]1[N:21]=[N+:22]([O-:35])[C:23]2[CH:29]=[C:28]([O:30][CH2:31][CH2:32][O:33][CH3:34])[CH:27]=[CH:26][C:24]=2[N+:25]=1[O-:10])[CH3:36])=[O:5], predict the reactants needed to synthesize it. The reactants are: [F:1][C:2]([F:9])([F:8])[C:3]([O:5]CC)=O.[OH2:10].[NH2:11][CH2:12][CH2:13][CH2:14][N:15]([CH3:36])[CH2:16][CH2:17][CH2:18][NH:19][C:20]1[N:21]=[N+:22]([O-:35])[C:23]2[CH:29]=[C:28]([O:30][CH2:31][CH2:32][O:33][CH3:34])[CH:27]=[CH:26][C:24]=2[N:25]=1. (6) Given the product [C:15]1([CH2:14][CH2:13][N:12]([CH2:24][C:25]2[CH:34]=[CH:33][C:28]([C:29]([O:31][CH3:32])=[O:30])=[CH:27][CH:26]=2)[C:9]2[S:10][CH:11]=[C:7]([C:1]3[CH:6]=[CH:5][CH:4]=[CH:3][CH:2]=3)[N:8]=2)[CH:16]=[CH:17][CH:18]=[CH:19][CH:20]=1, predict the reactants needed to synthesize it. The reactants are: [C:1]1([C:7]2[N:8]=[C:9]([NH:12][CH2:13][CH2:14][C:15]3[CH:20]=[CH:19][CH:18]=[CH:17][CH:16]=3)[S:10][CH:11]=2)[CH:6]=[CH:5][CH:4]=[CH:3][CH:2]=1.[H-].[Na+].Br[CH2:24][C:25]1[CH:34]=[CH:33][C:28]([C:29]([O:31][CH3:32])=[O:30])=[CH:27][CH:26]=1.O. (7) Given the product [CH3:1][C:2]([O:6][C:8](=[O:10])[NH:45][C:42]1[CH:43]=[CH:44][C:39]([C:36]2[N:37]=[CH:38][N:34]([C:31]3[CH:30]=[CH:29][C:28]([O:27][C:26]([F:25])([F:46])[F:47])=[CH:33][CH:32]=3)[N:35]=2)=[CH:40][CH:41]=1)([CH3:3])[C:4]#[CH:5], predict the reactants needed to synthesize it. The reactants are: [CH3:1][C:2]([OH:6])([C:4]#[CH:5])[CH3:3].Cl[C:8](Cl)([O:10]C(=O)OC(Cl)(Cl)Cl)Cl.N1C=CC=CC=1.[F:25][C:26]([F:47])([F:46])[O:27][C:28]1[CH:33]=[CH:32][C:31]([N:34]2[CH:38]=[N:37][C:36]([C:39]3[CH:44]=[CH:43][C:42]([NH2:45])=[CH:41][CH:40]=3)=[N:35]2)=[CH:30][CH:29]=1.NC1C=CC=CC=1.